Dataset: Forward reaction prediction with 1.9M reactions from USPTO patents (1976-2016). Task: Predict the product of the given reaction. (1) Given the reactants [C:1]([NH:8][C@H:9]([C:12]([OH:14])=[O:13])[CH2:10][OH:11])([O:3][C:4]([CH3:7])([CH3:6])[CH3:5])=[O:2].C(N(C(C)C)CC)(C)C.[C:24](=O)([O:35]C1C=CC([N+]([O-])=O)=CC=1)[O:25][CH2:26][CH2:27][O:28][CH2:29][CH2:30][O:31][N+:32]([O-:34])=[O:33], predict the reaction product. The product is: [CH3:5][C:4]([CH3:7])([O:3][C:1](=[O:2])[NH:8][CH:9]([C:12]([OH:14])=[O:13])[CH2:10][O:11][C:24](=[O:35])[O:25][CH2:26][CH2:27][O:28][CH2:29][CH2:30][O:31][N+:32]([O-:34])=[O:33])[CH3:6]. (2) Given the reactants [CH:1]([C:4]1[N:5]([C:21]2[CH:26]=[CH:25][CH:24]=[CH:23][CH:22]=2)[C:6](=[O:20])[C:7]2[C:8](=[O:19])[C:9]3[CH:18]=[CH:17][CH:16]=[CH:15][C:10]=3[N:11]([CH3:14])[C:12]=2[CH:13]=1)([CH3:3])[CH3:2].[Br:27]N1C(=O)CCC1=O.C(O)(=O)C, predict the reaction product. The product is: [Br:27][C:13]1[C:12]2[N:11]([CH3:14])[C:10]3[CH:15]=[CH:16][CH:17]=[CH:18][C:9]=3[C:8](=[O:19])[C:7]=2[C:6](=[O:20])[N:5]([C:21]2[CH:22]=[CH:23][CH:24]=[CH:25][CH:26]=2)[C:4]=1[CH:1]([CH3:3])[CH3:2].